Dataset: Full USPTO retrosynthesis dataset with 1.9M reactions from patents (1976-2016). Task: Predict the reactants needed to synthesize the given product. (1) Given the product [CH3:14][N:11]1[CH2:12][CH2:13][N:8]([C:4]2[CH:3]=[C:2]([B:26]([OH:31])[OH:27])[CH:7]=[CH:6][CH:5]=2)[CH2:9][CH2:10]1, predict the reactants needed to synthesize it. The reactants are: Br[C:2]1[CH:3]=[C:4]([N:8]2[CH2:13][CH2:12][N:11]([CH3:14])[CH2:10][CH2:9]2)[CH:5]=[CH:6][CH:7]=1.CCCCCC.C([Li])CCC.[B:26](OC(C)C)([O:31]C(C)C)[O:27]C(C)C. (2) Given the product [C:3]([C:5]1[CH:6]=[C:7]([C:15]2[N:16]=[CH:17][C:18]([C:21]3[C:22]([CH2:36][CH3:37])=[C:23]([O:27][CH2:28][CH2:29][CH2:30][C:31]([OH:33])=[O:32])[CH:24]=[CH:25][CH:26]=3)=[CH:19][N:20]=2)[CH:8]=[CH:9][C:10]=1[CH2:11][CH:12]([CH3:14])[CH3:13])#[N:4], predict the reactants needed to synthesize it. The reactants are: [OH-].[Li+].[C:3]([C:5]1[CH:6]=[C:7]([C:15]2[N:20]=[CH:19][C:18]([C:21]3[C:22]([CH2:36][CH3:37])=[C:23]([O:27][CH2:28][CH2:29][CH2:30][C:31]([O:33]CC)=[O:32])[CH:24]=[CH:25][CH:26]=3)=[CH:17][N:16]=2)[CH:8]=[CH:9][C:10]=1[CH2:11][CH:12]([CH3:14])[CH3:13])#[N:4].CC(O)=O.